Dataset: Full USPTO retrosynthesis dataset with 1.9M reactions from patents (1976-2016). Task: Predict the reactants needed to synthesize the given product. (1) Given the product [CH2:27]([O:26][C:20](=[O:25])[CH2:21][C:22]([NH:18][C:9]1[CH:10]=[C:11]([C:14]([F:17])([F:16])[F:15])[CH:12]=[CH:13][C:8]=1[NH:7][C:6]([O:5][C:1]([CH3:4])([CH3:2])[CH3:3])=[O:19])=[O:23])[C:28]1[CH:33]=[CH:32][CH:31]=[CH:30][CH:29]=1, predict the reactants needed to synthesize it. The reactants are: [C:1]([O:5][C:6](=[O:19])[NH:7][C:8]1[CH:13]=[CH:12][C:11]([C:14]([F:17])([F:16])[F:15])=[CH:10][C:9]=1[NH2:18])([CH3:4])([CH3:3])[CH3:2].[C:20]([O:26][CH2:27][C:28]1[CH:33]=[CH:32][CH:31]=[CH:30][CH:29]=1)(=[O:25])[CH2:21][C:22]([O-])=[O:23].C(N(CC)C(C)C)(C)C.CN(C(ON1N=NC2C=CC=NC1=2)=[N+](C)C)C.F[P-](F)(F)(F)(F)F. (2) Given the product [CH3:19][O:18][C:16]1[CH:17]=[C:7]2[C:8](=[C:10]3[C:15]=1[CH:14]1[CH2:20][CH:11]3[CH2:12][CH2:13]1)[O:9][CH:5]([CH2:4][NH2:1])[CH2:6]2, predict the reactants needed to synthesize it. The reactants are: [N:1]([CH2:4][C@@H:5]1[O:9][C:8]2[C:10]3[C@@H:11]4[CH2:20][C@H:14]([C:15]=3[C:16]([O:18][CH3:19])=[CH:17][C:7]=2[CH2:6]1)[CH2:13][CH2:12]4)=[N+]=[N-]. (3) Given the product [CH3:9][O:10][C:11]1[CH:12]=[C:13]([S:19]([N:22]([C:23]2[S:24][CH:25]=[C:26]([C:28]3[CH:33]=[CH:32][CH:31]=[C:30]([N+:34]([O-:36])=[O:35])[CH:29]=3)[N:27]=2)[CH3:1])(=[O:21])=[O:20])[CH:14]=[CH:15][C:16]=1[O:17][CH3:18], predict the reactants needed to synthesize it. The reactants are: [C:1](=O)([O-])[O-].[K+].[K+].CI.[CH3:9][O:10][C:11]1[CH:12]=[C:13]([S:19]([NH:22][C:23]2[S:24][CH:25]=[C:26]([C:28]3[CH:33]=[CH:32][CH:31]=[C:30]([N+:34]([O-:36])=[O:35])[CH:29]=3)[N:27]=2)(=[O:21])=[O:20])[CH:14]=[CH:15][C:16]=1[O:17][CH3:18]. (4) Given the product [CH3:1][N:2]([CH3:11])[C:3]1[CH:4]=[C:5]([CH:6]=[CH:12][C:13]([C:15]2[CH:20]=[CH:19][C:18]([O:21][CH3:22])=[C:17]([O:23][CH3:24])[C:16]=2[O:25][CH3:26])=[O:14])[CH:8]=[CH:9][CH:10]=1, predict the reactants needed to synthesize it. The reactants are: [CH3:1][N:2]([CH3:11])[C:3]1[CH:4]=[C:5]([CH:8]=[CH:9][CH:10]=1)[CH:6]=O.[CH3:12][C:13]([C:15]1[CH:20]=[CH:19][C:18]([O:21][CH3:22])=[C:17]([O:23][CH3:24])[C:16]=1[O:25][CH3:26])=[O:14].